Dataset: Full USPTO retrosynthesis dataset with 1.9M reactions from patents (1976-2016). Task: Predict the reactants needed to synthesize the given product. (1) Given the product [CH3:33][O:32][C:27]1[CH:26]=[C:25]([O:34][CH3:35])[C:24]([C:3]2[N:2]([CH3:1])[C:10]3[C:5]([CH:4]=2)=[CH:6][CH:7]=[CH:8][CH:9]=3)=[CH:31][C:28]=1[CH:29]=[O:30], predict the reactants needed to synthesize it. The reactants are: [CH3:1][N:2]1[C:10]2[C:5](=[CH:6][CH:7]=[CH:8][CH:9]=2)[CH:4]=[CH:3]1.C([Li])(C)(C)C.C(B(CC)CC)C.Br[C:24]1[C:25]([O:34][CH3:35])=[CH:26][C:27]([O:32][CH3:33])=[C:28]([CH:31]=1)[CH:29]=[O:30].[OH-].[Na+].OO. (2) Given the product [Cl:22][C:23]1[CH:28]=[CH:27][C:26]([C:29]2[CH:37]=[CH:36][CH:35]=[C:34]3[C:30]=2[C:31](=[CH:20][C:3]2[NH:4][C:5]4[CH2:10][CH2:9][N:8]([CH2:11][CH2:12][N:13]5[CH2:14][CH2:15][CH2:16][CH2:17][CH2:18]5)[C:7](=[O:19])[C:6]=4[C:2]=2[CH3:1])[C:32](=[O:38])[NH:33]3)=[C:25]([F:39])[CH:24]=1, predict the reactants needed to synthesize it. The reactants are: [CH3:1][C:2]1[C:6]2[C:7](=[O:19])[N:8]([CH2:11][CH2:12][N:13]3[CH2:18][CH2:17][CH2:16][CH2:15][CH2:14]3)[CH2:9][CH2:10][C:5]=2[NH:4][C:3]=1[CH:20]=O.[Cl:22][C:23]1[CH:28]=[CH:27][C:26]([C:29]2[CH:37]=[CH:36][CH:35]=[C:34]3[C:30]=2[CH2:31][C:32](=[O:38])[NH:33]3)=[C:25]([F:39])[CH:24]=1. (3) Given the product [Cl:35][C:22]1[CH:21]=[C:20]([NH:19][C:12]2[C:11]3[C:16](=[CH:17][CH:18]=[C:9]([NH:8][C:7]([CH:6]4[CH2:5][CH2:4][CH2:3][NH:37]4)=[O:36])[CH:10]=3)[N:15]=[CH:14][N:13]=2)[CH:25]=[CH:24][C:23]=1[O:26][CH2:27][C:28]1[CH:33]=[CH:32][CH:31]=[C:30]([F:34])[CH:29]=1, predict the reactants needed to synthesize it. The reactants are: CO[C:3](=O)[CH2:4][CH2:5][C@H:6]([NH2:37])[C:7](=[O:36])[NH:8][C:9]1[CH:10]=[C:11]2[C:16](=[CH:17][CH:18]=1)[N:15]=[CH:14][N:13]=[C:12]2[NH:19][C:20]1[CH:25]=[CH:24][C:23]([O:26][CH2:27][C:28]2[CH:33]=[CH:32][CH:31]=[C:30]([F:34])[CH:29]=2)=[C:22]([Cl:35])[CH:21]=1.ClC1C=C(NC2C3C(=CC=C(N)C=3)N=CN=2)C=CC=1OCC1C=CC=C(F)C=1. (4) Given the product [OH:8][C:9]1[CH:10]=[C:11]([CH:24]=[CH:25][C:26]=1[O:27][CH3:28])[O:12][C:13]1[C:14]([CH3:23])=[CH:15][C:16]([N+:20]([O-:22])=[O:21])=[CH:17][C:18]=1[CH3:19], predict the reactants needed to synthesize it. The reactants are: C([O:8][C:9]1[CH:10]=[C:11]([CH:24]=[CH:25][C:26]=1[O:27][CH3:28])[O:12][C:13]1[C:18]([CH3:19])=[CH:17][C:16]([N+:20]([O-:22])=[O:21])=[CH:15][C:14]=1[CH3:23])C1C=CC=CC=1.C(O)(C(F)(F)F)=O.C1(SC)C=CC=CC=1.